From a dataset of Forward reaction prediction with 1.9M reactions from USPTO patents (1976-2016). Predict the product of the given reaction. (1) Given the reactants [NH:1]1[CH2:5][CH2:4][CH2:3][CH2:2]1.C1(C)C=CC=CC=1.[CH2:13]([O:20][C:21]1[C:22]([CH3:30])=[N:23][C:24](Br)=[C:25]([CH3:28])[C:26]=1[CH3:27])[C:14]1[CH:19]=[CH:18][CH:17]=[CH:16][CH:15]=1.CC([O-])(C)C.[Na+], predict the reaction product. The product is: [CH2:13]([O:20][C:21]1[C:22]([CH3:30])=[N:23][C:24]([N:1]2[CH2:5][CH2:4][CH2:3][CH2:2]2)=[C:25]([CH3:28])[C:26]=1[CH3:27])[C:14]1[CH:15]=[CH:16][CH:17]=[CH:18][CH:19]=1. (2) Given the reactants [CH3:1][O:2][C:3]1[CH:12]=[C:11]2[C:6]([CH:7]=[C:8](C(O)=O)[CH2:9][O:10]2)=[CH:5][CH:4]=1.C(N(CC)CC)C.C1(P(N=[N+]=[N-])(C2C=CC=CC=2)=[O:30])C=CC=CC=1.Cl, predict the reaction product. The product is: [CH3:1][O:2][C:3]1[CH:12]=[C:11]2[C:6]([CH2:7][C:8](=[O:30])[CH2:9][O:10]2)=[CH:5][CH:4]=1. (3) Given the reactants [H-].[Na+].[CH2:3]([O:10][C:11]1[CH:12]=[C:13]2[C:17](=[CH:18][CH:19]=1)[NH:16][C:15]([C:20]1[CH:25]=[CH:24][C:23]([O:26][CH2:27][C:28]3[CH:33]=[CH:32][CH:31]=[CH:30][CH:29]=3)=[CH:22][CH:21]=1)=[C:14]2[CH3:34])[C:4]1[CH:9]=[CH:8][CH:7]=[CH:6][CH:5]=1.[CH2:35](Cl)[C:36]1[CH:41]=[CH:40][CH:39]=[CH:38][CH:37]=1.CCO[C:46]([CH3:48])=[O:47].[CH3:49][CH2:50][CH2:51][CH2:52][CH2:53][CH3:54].C[N:56](C=O)C, predict the reaction product. The product is: [CH2:3]([O:10][C:11]1[CH:12]=[C:13]2[C:17](=[CH:18][CH:19]=1)[N:16]([CH2:35][C:36]1[CH:41]=[CH:40][C:39]([O:47][CH2:46][CH2:48][N:56]3[CH2:54][CH2:53][CH2:52][CH2:51][CH2:50][CH2:49]3)=[CH:38][CH:37]=1)[C:15]([C:20]1[CH:25]=[CH:24][C:23]([O:26][CH2:27][C:28]3[CH:33]=[CH:32][CH:31]=[CH:30][CH:29]=3)=[CH:22][CH:21]=1)=[C:14]2[CH3:34])[C:4]1[CH:5]=[CH:6][CH:7]=[CH:8][CH:9]=1. (4) Given the reactants [Cl:1][C:2]1[N:9]=[CH:8][CH:7]=[CH:6][C:3]=1[C:4]#[N:5].[CH:10]1(C(O)=O)[CH2:14][CH2:13][CH2:12][CH2:11]1.C(C1C=CC(C#N)=C(Cl)N=1)(C)(C)C, predict the reaction product. The product is: [Cl:1][C:2]1[N:9]=[C:8]([CH:10]2[CH2:14][CH2:13][CH2:12][CH2:11]2)[CH:7]=[CH:6][C:3]=1[C:4]#[N:5].